From a dataset of Forward reaction prediction with 1.9M reactions from USPTO patents (1976-2016). Predict the product of the given reaction. (1) Given the reactants Cl[C:2]1[C:11]2=[N:12][N:13](CC3C=CC(OC)=CC=3)[CH:14]=[C:10]2[C:9]2[CH:8]=[C:7]([O:24][CH3:25])[CH:6]=[CH:5][C:4]=2[N:3]=1.[NH:26]1[C:34]2[C:29](=[CH:30][C:31]([NH2:35])=[CH:32][CH:33]=2)[CH:28]=[N:27]1.Cl, predict the reaction product. The product is: [NH:26]1[C:34]2[C:29](=[CH:30][C:31]([NH:35][C:2]3[C:11]4=[N:12][NH:13][CH:14]=[C:10]4[C:9]4[CH:8]=[C:7]([O:24][CH3:25])[CH:6]=[CH:5][C:4]=4[N:3]=3)=[CH:32][CH:33]=2)[CH:28]=[N:27]1. (2) Given the reactants [CH2:1]([O:4][C@@H:5]1[C@@H:10]([O:11][CH2:12][CH:13]=[CH2:14])[C@H:9]([O:15][CH2:16][CH:17]=[CH2:18])[C@@H:8]([CH2:19][O:20][CH2:21][CH:22]=[CH2:23])[O:7][C:6]1([C:25]1[CH:30]=[CH:29][C:28]([Cl:31])=[C:27]([CH2:32][C:33]2[CH:38]=[CH:37][C:36]([O:39][CH2:40][CH3:41])=[CH:35][CH:34]=2)[CH:26]=1)[OH:24])[CH:2]=[CH2:3].CC(OI1(OC(C)=O)(OC(C)=O)OC(=O)C2C=CC=CC1=2)=O, predict the reaction product. The product is: [CH2:1]([O:4][C@H:5]([C@@H:10]([O:11][CH2:12][CH:13]=[CH2:14])[C@H:9]([O:15][CH2:16][CH:17]=[CH2:18])[C:8](=[O:7])[CH2:19][O:20][CH2:21][CH:22]=[CH2:23])[C:6]([C:25]1[CH:30]=[CH:29][C:28]([Cl:31])=[C:27]([CH2:32][C:33]2[CH:34]=[CH:35][C:36]([O:39][CH2:40][CH3:41])=[CH:37][CH:38]=2)[CH:26]=1)=[O:24])[CH:2]=[CH2:3]. (3) The product is: [Br:10][CH2:11][CH2:12][O:1][C:2]1[CH:9]=[CH:8][C:5]([C:6]#[N:7])=[CH:4][CH:3]=1. Given the reactants [OH:1][C:2]1[CH:9]=[CH:8][C:5]([C:6]#[N:7])=[CH:4][CH:3]=1.[Br:10][CH2:11][CH2:12]Br.C([O-])([O-])=O.[K+].[K+].C(OCC)(=O)C, predict the reaction product. (4) Given the reactants [CH:1]1([O:4][CH2:5][CH2:6][CH2:7][CH2:8][OH:9])[CH2:3][CH2:2]1.O, predict the reaction product. The product is: [CH:1]1([O:4][CH2:5][CH2:6][CH2:7][CH:8]=[O:9])[CH2:3][CH2:2]1. (5) Given the reactants [CH3:1][CH:2]([O:4][C:5]1[CH:6]=[C:7]([O:23][C:24]2[CH:29]=[CH:28][C:27]([S:30]([CH3:33])(=[O:32])=[O:31])=[CH:26][N:25]=2)[CH:8]=[C:9]2[C:13]=1[NH:12][C:11]([C:14]1[S:15][CH:16]([CH2:19][C:20](O)=[O:21])[CH2:17][N:18]=1)=[CH:10]2)[CH3:3].Cl.C([N:37]=C=NCCCN(C)C)C.ON1C2C=CC=CC=2N=N1.[OH-].[NH4+], predict the reaction product. The product is: [CH3:1][CH:2]([O:4][C:5]1[CH:6]=[C:7]([O:23][C:24]2[CH:29]=[CH:28][C:27]([S:30]([CH3:33])(=[O:31])=[O:32])=[CH:26][N:25]=2)[CH:8]=[C:9]2[C:13]=1[NH:12][C:11]([C:14]1[S:15][CH:16]([CH2:19][C:20]([NH2:37])=[O:21])[CH2:17][N:18]=1)=[CH:10]2)[CH3:3].